Dataset: Catalyst prediction with 721,799 reactions and 888 catalyst types from USPTO. Task: Predict which catalyst facilitates the given reaction. (1) Reactant: Cl[C:2]1[N:7]=[C:6]([O:8][C:9]2[C:18]3[C:13](=[CH:14][CH:15]=[CH:16][CH:17]=3)[C:12]([NH:19][C:20](=[O:26])[O:21][C:22]([CH3:25])([CH3:24])[CH3:23])=[CH:11][CH:10]=2)[CH:5]=[CH:4][N:3]=1.[NH2:27][C:28]1[CH:33]=[CH:32][C:31]([P:34]([CH3:39])(=[O:38])[O:35][CH2:36][CH3:37])=[C:30]([O:40][CH3:41])[CH:29]=1. Product: [CH2:36]([O:35][P:34]([C:31]1[CH:32]=[CH:33][C:28]([NH:27][C:2]2[N:7]=[C:6]([O:8][C:9]3[C:18]4[C:13](=[CH:14][CH:15]=[CH:16][CH:17]=4)[C:12]([NH:19][C:20](=[O:26])[O:21][C:22]([CH3:25])([CH3:24])[CH3:23])=[CH:11][CH:10]=3)[CH:5]=[CH:4][N:3]=2)=[CH:29][C:30]=1[O:40][CH3:41])([CH3:39])=[O:38])[CH3:37]. The catalyst class is: 1. (2) Reactant: Cl[C:2]1[C:11]2[C:6](=[CH:7][N:8]=[CH:9][CH:10]=2)[CH:5]=[C:4]([C:12]2[CH:17]=[CH:16][N:15]=[CH:14][CH:13]=2)[N:3]=1.[CH3:18][O:19][C:20]1[CH:21]=[C:22]([CH:25]=[CH:26][C:27]=1[O:28][CH3:29])[CH2:23][NH2:24]. Product: [CH3:18][O:19][C:20]1[CH:21]=[C:22]([CH:25]=[CH:26][C:27]=1[O:28][CH3:29])[CH2:23][NH:24][C:2]1[C:11]2[C:6](=[CH:7][N:8]=[CH:9][CH:10]=2)[CH:5]=[C:4]([C:12]2[CH:17]=[CH:16][N:15]=[CH:14][CH:13]=2)[N:3]=1. The catalyst class is: 60. (3) Reactant: [C:1]([NH:11][C@H:12]([C:16]([O:18][C@@H:19]([CH3:32])[C:20]([O:22]CC1C=CC(OC)=CC=1)=[O:21])=[O:17])[CH:13]([CH3:15])[CH3:14])([O:3][CH2:4][C:5]1[CH:10]=[CH:9][CH:8]=[CH:7][CH:6]=1)=[O:2].FC(F)(F)C(O)=O.C1CCC(N=C=NC2CCCCC2)CC1.CN(C1C=CN=CC=1)C. Product: [C:1]([NH:11][C@H:12]([C:16]([O:18][C@@H:19]([CH3:32])[C:20]([OH:22])=[O:21])=[O:17])[CH:13]([CH3:14])[CH3:15])([O:3][CH2:4][C:5]1[CH:10]=[CH:9][CH:8]=[CH:7][CH:6]=1)=[O:2]. The catalyst class is: 4. (4) Reactant: [Cl:1][C:2]1[CH:3]=[C:4]([CH:6]=[CH:7][C:8]=1[Cl:9])[NH2:5].[H-].[Na+].[CH2:12]([N:19]1[CH2:24][CH2:23][N:22]([C:25]2[N:30]=[C:29]([N:31]3[CH2:40][CH2:39][C:34]4([O:38][CH2:37][CH2:36][O:35]4)[CH2:33][CH2:32]3)[CH:28]=[C:27](Cl)[N:26]=2)[CH2:21][CH2:20]1)[C:13]1[CH:18]=[CH:17][CH:16]=[CH:15][CH:14]=1. Product: [CH2:12]([N:19]1[CH2:20][CH2:21][N:22]([C:25]2[N:26]=[C:27]([NH:5][C:4]3[CH:6]=[CH:7][C:8]([Cl:9])=[C:2]([Cl:1])[CH:3]=3)[CH:28]=[C:29]([N:31]3[CH2:32][CH2:33][C:34]4([O:35][CH2:36][CH2:37][O:38]4)[CH2:39][CH2:40]3)[N:30]=2)[CH2:23][CH2:24]1)[C:13]1[CH:14]=[CH:15][CH:16]=[CH:17][CH:18]=1. The catalyst class is: 7. (5) Reactant: O([CH2:8][CH2:9][O:10][CH2:11][C:12]1[O:16][N:15]=[C:14]([C:17]([O:19]CC)=[O:18])[CH:13]=1)C1C=CC=CC=1.[CH2:22](O)[CH3:23].[OH-].[K+]. Product: [C:23]1([CH2:8][CH2:9][O:10][CH2:11][C:12]2[O:16][N:15]=[C:14]([C:17]([OH:19])=[O:18])[CH:13]=2)[CH:22]=[CH:14][CH:13]=[CH:12][CH:11]=1. The catalyst class is: 6. (6) Reactant: [C:1]1([C:20]2[CH:25]=[CH:24][CH:23]=[CH:22][CH:21]=2)[CH:6]=[CH:5][C:4]([CH2:7][C@H:8]([NH:12][C:13]([O:15][C:16]([CH3:19])([CH3:18])[CH3:17])=[O:14])[C:9](O)=O)=[CH:3][CH:2]=1.F[P-](F)(F)(F)(F)F.N1(O[P+](N(C)C)(N(C)C)N(C)C)C2C=CC=CC=2N=N1.CCN(C(C)C)C(C)C.[N:62]1[CH:67]=[CH:66][C:65]([NH2:68])=[C:64]([NH2:69])[CH:63]=1. Product: [C:1]1([C:20]2[CH:25]=[CH:24][CH:23]=[CH:22][CH:21]=2)[CH:6]=[CH:5][C:4]([CH2:7][C@H:8]([NH:12][C:13](=[O:14])[O:15][C:16]([CH3:19])([CH3:18])[CH3:17])[C:9]2[NH:69][C:64]3[CH:63]=[N:62][CH:67]=[CH:66][C:65]=3[N:68]=2)=[CH:3][CH:2]=1. The catalyst class is: 31. (7) Reactant: [C:1]1([C@:7]([N:20]2[CH2:25][CH2:24][CH2:23][CH2:22][CH2:21]2)([CH3:19])[C:8]([O:10][C@@H:11]2[CH:16]3[CH2:17][CH2:18][N:13]([CH2:14][CH2:15]3)[CH2:12]2)=[O:9])[CH:6]=[CH:5][CH:4]=[CH:3][CH:2]=1.[Br:26][CH2:27][C:28]([NH:30][C:31]1[CH:35]=[CH:34][O:33][N:32]=1)=[O:29]. Product: [Br-:26].[O:33]1[CH:34]=[CH:35][C:31]([NH:30][C:28](=[O:29])[CH2:27][N+:13]23[CH2:18][CH2:17][CH:16]([CH2:15][CH2:14]2)[C@@H:11]([O:10][C:8](=[O:9])[C@@:7]([C:1]2[CH:6]=[CH:5][CH:4]=[CH:3][CH:2]=2)([N:20]2[CH2:25][CH2:24][CH2:23][CH2:22][CH2:21]2)[CH3:19])[CH2:12]3)=[N:32]1. The catalyst class is: 10. (8) Reactant: [CH3:1][C:2]1[C:7]2[N:8]=[C:9]([C:21]3[CH:26]=[CH:25][N:24]=[CH:23][CH:22]=3)[N:10]=[C:11]([N:12]3[CH2:17][CH2:16][N:15](C(O)=O)[CH2:14][CH2:13]3)[C:6]=2[CH:5]=[CH:4][N:3]=1.Cl. Product: [CH3:1][C:2]1[C:7]2[N:8]=[C:9]([C:21]3[CH:26]=[CH:25][N:24]=[CH:23][CH:22]=3)[N:10]=[C:11]([N:12]3[CH2:17][CH2:16][NH:15][CH2:14][CH2:13]3)[C:6]=2[CH:5]=[CH:4][N:3]=1. The catalyst class is: 2. (9) The catalyst class is: 7. Reactant: [CH3:1][Mg]Br.[Br:4][C:5]1[CH:16]=[CH:15][C:14]([Cl:17])=[CH:13][C:6]=1[C:7](N(OC)C)=[O:8].Cl.O. Product: [Br:4][C:5]1[CH:16]=[CH:15][C:14]([Cl:17])=[CH:13][C:6]=1[C:7](=[O:8])[CH3:1]. (10) Reactant: [CH2:1]([O:8][C:9]([NH:11][C@H:12]([C:16]([O:18][CH:19]1[CH2:24][CH2:23][CH:22]([C:25]([O:27]CC2C=CC(OC)=CC=2)=[O:26])[CH2:21][CH2:20]1)=[O:17])[CH:13]([CH3:15])[CH3:14])=[O:10])[C:2]1[CH:7]=[CH:6][CH:5]=[CH:4][CH:3]=1.FC(F)(F)C(O)=O. Product: [CH2:1]([O:8][C:9]([NH:11][C@H:12]([C:16]([O:18][CH:19]1[CH2:24][CH2:23][CH:22]([C:25]([OH:27])=[O:26])[CH2:21][CH2:20]1)=[O:17])[CH:13]([CH3:15])[CH3:14])=[O:10])[C:2]1[CH:3]=[CH:4][CH:5]=[CH:6][CH:7]=1. The catalyst class is: 4.